Dataset: Full USPTO retrosynthesis dataset with 1.9M reactions from patents (1976-2016). Task: Predict the reactants needed to synthesize the given product. Given the product [F:1][C:2]1[CH:3]=[C:4]([CH2:10][C:11]([NH2:17])=[O:13])[CH:6]=[CH:7][C:8]=1[CH3:9], predict the reactants needed to synthesize it. The reactants are: [F:1][C:2]1[CH:3]=[C:4]([CH:6]=[CH:7][C:8]=1[CH3:9])N.[CH3:10][C:11]([O:13]C(C)=O)=O.[N:17]1C=CC=CC=1.